This data is from CYP2D6 inhibition data for predicting drug metabolism from PubChem BioAssay. The task is: Regression/Classification. Given a drug SMILES string, predict its absorption, distribution, metabolism, or excretion properties. Task type varies by dataset: regression for continuous measurements (e.g., permeability, clearance, half-life) or binary classification for categorical outcomes (e.g., BBB penetration, CYP inhibition). Dataset: cyp2d6_veith. The molecule is CCOc1ccc(NC(=O)c2ccc(OC)cc2)cc1. The result is 0 (non-inhibitor).